From a dataset of Forward reaction prediction with 1.9M reactions from USPTO patents (1976-2016). Predict the product of the given reaction. (1) Given the reactants [F:1][C:2]1[CH:3]=[CH:4][CH:5]=[C:6]2[C:10]=1[NH:9][N:8]=[CH:7]2.Br[CH2:12][C:13]([O:15][CH2:16][CH3:17])=[O:14], predict the reaction product. The product is: [F:1][C:2]1[C:10]2[C:6](=[CH:7][N:8]([CH2:12][C:13]([O:15][CH2:16][CH3:17])=[O:14])[N:9]=2)[CH:5]=[CH:4][CH:3]=1. (2) Given the reactants [F:1][CH2:2][CH2:3][OH:4].[S:5](Cl)([C:8]1[CH:14]=[CH:13][C:11]([CH3:12])=[CH:10][CH:9]=1)(=[O:7])=[O:6], predict the reaction product. The product is: [S:5]([C:8]1[CH:14]=[CH:13][C:11]([CH3:12])=[CH:10][CH:9]=1)([O:4][CH2:3][CH2:2][F:1])(=[O:7])=[O:6]. (3) Given the reactants [C:1]([O:5][C:6](=[O:22])[NH:7][CH2:8][CH2:9][C:10]1[CH:14]=[CH:13][N:12]([C:15]2[CH:20]=[CH:19][C:18]([F:21])=[CH:17][N:16]=2)[N:11]=1)([CH3:4])([CH3:3])[CH3:2].[CH3:23]I, predict the reaction product. The product is: [CH3:23][N:7]([CH2:8][CH2:9][C:10]1[CH:14]=[CH:13][N:12]([C:15]2[CH:20]=[CH:19][C:18]([F:21])=[CH:17][N:16]=2)[N:11]=1)[C:6](=[O:22])[O:5][C:1]([CH3:4])([CH3:2])[CH3:3]. (4) Given the reactants I[C:2]1[CH:3]=[C:4]([CH:11]=[CH:12][CH:13]=1)[O:5][C:6]1[S:7][CH:8]=[CH:9][N:10]=1.[CH3:14][C:15]1([CH3:33])[C:19]([CH3:21])([CH3:20])[O:18][B:17](C2C=CC(N3N=NC=N3)=CC=2)[O:16]1, predict the reaction product. The product is: [CH3:14][C:15]1([CH3:33])[C:19]([CH3:21])([CH3:20])[O:18][B:17]([C:2]2[CH:3]=[C:4]([CH:11]=[CH:12][CH:13]=2)[O:5][C:6]2[S:7][CH:8]=[CH:9][N:10]=2)[O:16]1. (5) Given the reactants [Cl:1][C:2]1[CH:3]=[C:4]([CH:22]=[CH:23][C:24]=1Cl)[CH:5]=[CH:6][C:7]1=[N:8][CH2:9][CH2:10][N:11]([CH2:18]C(O)=O)[C:12]2[CH:17]=[CH:16][CH:15]=[CH:14][C:13]1=2.Cl.[CH3:27]N(C)CCCN=C=NCC.[OH2:38].ON1C2C=CC=CC=2N=N1.[CH3:49][O:50][C:51]1[CH:58]=[CH:57][C:54]([CH2:55][NH2:56])=[CH:53][CH:52]=1, predict the reaction product. The product is: [ClH:1].[CH3:18][N:11]1[C:12]2[CH:17]=[CH:16][CH:15]=[CH:14][C:13]=2[C:7](/[CH:6]=[CH:5]/[C:4]2[CH:22]=[CH:23][C:24]([C:27]([NH:56][CH2:55][C:54]3[CH:57]=[CH:58][C:51]([O:50][CH3:49])=[CH:52][CH:53]=3)=[O:38])=[CH:2][CH:3]=2)=[N:8][CH2:9][CH2:10]1. (6) The product is: [F:15][C:10]1[C:11]([O:13][CH3:14])=[N:12][C:7]([CH2:6][C:5]([O-:22])=[O:4])=[N:8][C:9]=1[N:16]1[CH2:17][CH2:18][O:19][CH2:20][CH2:21]1.[Na+:2]. Given the reactants [OH-].[Na+:2].C[O:4][C:5](=[O:22])[CH2:6][C:7]1[N:12]=[C:11]([O:13][CH3:14])[C:10]([F:15])=[C:9]([N:16]2[CH2:21][CH2:20][O:19][CH2:18][CH2:17]2)[N:8]=1, predict the reaction product. (7) Given the reactants C(O[C:6]([N:8]1[CH2:12][C:11](=[N:13][O:14][CH3:15])[CH2:10][C@H:9]1[C:16]([OH:18])=O)=[O:7])(C)(C)C.[C:19]1([C:28]2[CH:33]=[CH:32][CH:31]=[CH:30][CH:29]=2)[CH:24]=[CH:23][C:22](C(Cl)=O)=[CH:21][CH:20]=1.[S:34]1[CH:38]=[CH:37][CH:36]=[C:35]1[CH2:39][NH2:40], predict the reaction product. The product is: [C:28]1([C:19]2[CH:20]=[CH:21][CH:22]=[CH:23][CH:24]=2)[CH:29]=[CH:30][C:31]([C:6]([N:8]2[CH2:12][C:11](=[N:13][O:14][CH3:15])[CH2:10][C@H:9]2[C:16]([NH:40][CH2:39][C:35]2[S:34][CH:38]=[CH:37][CH:36]=2)=[O:18])=[O:7])=[CH:32][CH:33]=1. (8) Given the reactants [F:1][C:2]1[C:10]([F:11])=[C:9]([F:12])[CH:8]=[C:7]([F:13])[C:3]=1[C:4]([OH:6])=[O:5].CN(C1C=CC=CN=1)C.[C:23](OC(OC(O[C:23]([CH3:26])([CH3:25])[CH3:24])=O)=O)([CH3:26])([CH3:25])[CH3:24], predict the reaction product. The product is: [F:1][C:2]1[C:10]([F:11])=[C:9]([F:12])[CH:8]=[C:7]([F:13])[C:3]=1[C:4]([O:6][C:23]([CH3:26])([CH3:25])[CH3:24])=[O:5]. (9) Given the reactants [Cl:1][C:2]1[C:3]([N:12]2[CH2:17][CH2:16][N:15]([CH2:18][CH2:19][O:20][C:21]3[CH:26]=[CH:25][CH:24]=[CH:23][CH:22]=3)[CH2:14][CH2:13]2)=[C:4]([N+:9]([O-])=O)[C:5]([NH2:8])=[N:6][CH:7]=1.[CH3:27][N:28]([CH3:37])[C:29]1[CH:36]=[CH:35][C:32]([CH:33]=O)=[CH:31][CH:30]=1.[O-]S(S([O-])=O)=O.[Na+].[Na+], predict the reaction product. The product is: [Cl:1][C:2]1[C:3]([N:12]2[CH2:17][CH2:16][N:15]([CH2:18][CH2:19][O:20][C:21]3[CH:26]=[CH:25][CH:24]=[CH:23][CH:22]=3)[CH2:14][CH2:13]2)=[C:4]2[N:9]=[C:33]([C:32]3[CH:35]=[CH:36][C:29]([N:28]([CH3:37])[CH3:27])=[CH:30][CH:31]=3)[NH:8][C:5]2=[N:6][CH:7]=1.